This data is from Full USPTO retrosynthesis dataset with 1.9M reactions from patents (1976-2016). The task is: Predict the reactants needed to synthesize the given product. (1) The reactants are: Cl[C:2]1[CH:7]=[N:6][CH:5]=[C:4]([C:8]2[CH:13]=[CH:12][C:11]([CH3:14])=[CH:10][CH:9]=2)[N:3]=1.P(Br)(Br)[Br:16].N. Given the product [Br:16][C:2]1[CH:7]=[N:6][CH:5]=[C:4]([C:8]2[CH:13]=[CH:12][C:11]([CH3:14])=[CH:10][CH:9]=2)[N:3]=1, predict the reactants needed to synthesize it. (2) Given the product [Cl:13][C:11]1[CH:10]=[N:9][CH:8]=[C:7]([O:6][CH2:5][C@@H:2]2[CH2:3][CH2:4][N:1]2[CH:15]([CH3:17])[CH3:14])[CH:12]=1, predict the reactants needed to synthesize it. The reactants are: [NH:1]1[CH2:4][CH2:3][C@H:2]1[CH2:5][O:6][C:7]1[CH:8]=[N:9][CH:10]=[C:11]([Cl:13])[CH:12]=1.[CH3:14][C:15]([CH3:17])=O.C(O[BH-](OC(=O)C)OC(=O)C)(=O)C. (3) Given the product [C:15]([O:19][C:20](=[O:33])[CH2:21][C@@H:22]([C:23]1[CH:31]=[CH:30][C:26]2[O:27][CH2:28][O:29][C:25]=2[CH:24]=1)[NH:32][C:12]([C:10]1[S:11][C:7]([CH2:6][CH2:5][C:3]([O:2][CH3:1])=[O:4])=[CH:8][CH:9]=1)=[O:14])([CH3:18])([CH3:16])[CH3:17], predict the reactants needed to synthesize it. The reactants are: [CH3:1][O:2][C:3]([CH2:5][CH2:6][C:7]1[S:11][C:10]([C:12]([OH:14])=O)=[CH:9][CH:8]=1)=[O:4].[C:15]([O:19][C:20](=[O:33])[CH2:21][C@H:22]([NH2:32])[C:23]1[CH:31]=[CH:30][C:26]2[O:27][CH2:28][O:29][C:25]=2[CH:24]=1)([CH3:18])([CH3:17])[CH3:16].[B-](F)(F)(F)F.CCOC(C(C#N)=NOC(N(C)C)=[N+](C)C)=O.C(N(C(C)C)CC)(C)C.